Predict the product of the given reaction. From a dataset of Forward reaction prediction with 1.9M reactions from USPTO patents (1976-2016). (1) Given the reactants CC(C)(OC([NH:7][NH:8][CH:9]1[CH2:14][CH2:13][N:12]([C:15]([O:17][CH2:18][CH:19]2[C:31]3[CH:30]=[CH:29][CH:28]=[CH:27][C:26]=3[C:25]3[C:20]2=[CH:21][CH:22]=[CH:23][CH:24]=3)=[O:16])[CH2:11][CH2:10]1)=O)C.[ClH:33], predict the reaction product. The product is: [ClH:33].[CH:30]1[C:31]2[CH:19]([CH2:18][O:17][C:15]([N:12]3[CH2:13][CH2:14][CH:9]([NH:8][NH2:7])[CH2:10][CH2:11]3)=[O:16])[C:20]3[C:25](=[CH:24][CH:23]=[CH:22][CH:21]=3)[C:26]=2[CH:27]=[CH:28][CH:29]=1. (2) The product is: [N:11]1[CH:12]=[CH:13][CH:14]=[CH:15][C:10]=1[C:9]1[C:8](=[O:16])[C:3]2[C:2](=[CH:7][CH:6]=[CH:5][CH:4]=2)[O:1][CH:17]=1. Given the reactants [OH:1][C:2]1[CH:7]=[CH:6][CH:5]=[CH:4][C:3]=1[C:8](=[O:16])[CH2:9][C:10]1[CH:15]=[CH:14][CH:13]=[CH:12][N:11]=1.[CH3:17]OC(OC)N(C)C.O, predict the reaction product. (3) Given the reactants [CH3:1][O:2][C:3]1([O:32][CH3:33])[CH2:16][CH2:15][C@@H:14]2[C@:5]34[CH2:19][CH2:18][N:17]([CH2:20][CH2:21]O)[C@@H:13]2[CH2:12][C:11]2[CH:10]=[CH:9][C:8]([O:23][CH2:24][C:25]5[CH:30]=[CH:29][CH:28]=[CH:27][CH:26]=5)=[C:7]([O:31][C@@H:4]13)[C:6]4=2.C(N(C(C)C)C(C)C)C.CS([Cl:47])(=O)=O, predict the reaction product. The product is: [CH3:1][O:2][C:3]1([O:32][CH3:33])[CH2:16][CH2:15][C@@H:14]2[C@:5]34[CH2:19][CH2:18][N:17]([CH2:20][CH2:21][Cl:47])[C@@H:13]2[CH2:12][C:11]2[CH:10]=[CH:9][C:8]([O:23][CH2:24][C:25]5[CH:30]=[CH:29][CH:28]=[CH:27][CH:26]=5)=[C:7]([O:31][C@@H:4]13)[C:6]4=2. (4) Given the reactants [F:1][C:2]([F:16])([F:15])/[CH:3]=[CH:4]/[C:5]1[CH:13]=[CH:12][C:8]([C:9]([OH:11])=O)=[C:7]([CH3:14])[CH:6]=1.Cl.CN(C)CCCN=C=NCC.O.ON1C2C=CC=CC=2N=N1.[NH:40]1[C:44]2=[N:45][CH:46]=[C:47]([NH2:49])[CH:48]=[C:43]2[CH:42]=[CH:41]1, predict the reaction product. The product is: [CH3:14][C:7]1[CH:6]=[C:5](/[CH:4]=[CH:3]/[C:2]([F:1])([F:16])[F:15])[CH:13]=[CH:12][C:8]=1[C:9]([NH:49][C:47]1[CH:48]=[C:43]2[CH:42]=[CH:41][NH:40][C:44]2=[N:45][CH:46]=1)=[O:11]. (5) Given the reactants C([O-])(=O)C.[NH4+:5].[C:6]([CH2:8][C:9]([O:11]C)=O)#[N:7].[CH3:13][C:14]([CH3:19])([CH3:18])[C:15](=O)[CH3:16].[N+:20]([C:23]1[CH:30]=[CH:29][C:26]([CH:27]=O)=[CH:25][CH:24]=1)([O-:22])=[O:21], predict the reaction product. The product is: [C:14]([C:15]1[NH:5][C:9](=[O:11])[C:8]([C:6]#[N:7])=[C:27]([C:26]2[CH:29]=[CH:30][C:23]([N+:20]([O-:22])=[O:21])=[CH:24][CH:25]=2)[CH:16]=1)([CH3:19])([CH3:18])[CH3:13]. (6) Given the reactants [Cl:1][C:2]1[CH:3]=[C:4]([CH:17]=[CH:18][CH:19]=1)[C:5]([NH:7][C:8]1[CH:13]=[CH:12][C:11]([N+:14]([O-])=O)=[CH:10][N:9]=1)=[O:6], predict the reaction product. The product is: [NH2:14][C:11]1[CH:12]=[CH:13][C:8]([NH:7][C:5](=[O:6])[C:4]2[CH:17]=[CH:18][CH:19]=[C:2]([Cl:1])[CH:3]=2)=[N:9][CH:10]=1.